This data is from Reaction yield outcomes from USPTO patents with 853,638 reactions. The task is: Predict the reaction yield, written as a fraction of the theoretical maximum amount of product (1.0 means a 100% yield; for example, 0.34 means a 34% yield). (1) The reactants are [OH:1][C@@H:2]1[C@H:7]([NH:8][C:9](=[O:15])[O:10][C:11]([CH3:14])([CH3:13])[CH3:12])[CH:6]=[C:5]([C:16]2[CH:21]=[CH:20][N:19]=[CH:18][C:17]=2[N+:22]([O-:24])=[O:23])[CH2:4][C@@H:3]1[CH3:25].[CH3:26][S:27]([CH:30]=[CH2:31])(=[O:29])=[O:28].C(=O)([O-])[O-].[Cs+].[Cs+].C([O-])(O)=O.[Na+]. The catalyst is CC(O)(C)C.O. The product is [CH3:25][C@@H:3]1[C@H:2]([O:1][CH2:31][CH2:30][S:27]([CH3:26])(=[O:29])=[O:28])[C@H:7]([NH:8][C:9](=[O:15])[O:10][C:11]([CH3:12])([CH3:13])[CH3:14])[CH:6]=[C:5]([C:16]2[CH:21]=[CH:20][N:19]=[CH:18][C:17]=2[N+:22]([O-:24])=[O:23])[CH2:4]1. The yield is 0.840. (2) The reactants are [ClH:1].[F:2][C:3]1[CH:4]=[C:5]([S:9]([C:12]2[CH:13]=[N:14][C:15]3[C:20]([CH:21]=2)=[CH:19][CH:18]=[CH:17][C:16]=3[N:22]2[CH2:27][CH2:26][N:25](C(OC(C)(C)C)=O)[CH2:24][CH2:23]2)(=[O:11])=[O:10])[CH:6]=[CH:7][CH:8]=1. The catalyst is O1CCOCC1. The product is [ClH:1].[F:2][C:3]1[CH:4]=[C:5]([S:9]([C:12]2[CH:13]=[N:14][C:15]3[C:20]([CH:21]=2)=[CH:19][CH:18]=[CH:17][C:16]=3[N:22]2[CH2:23][CH2:24][NH:25][CH2:26][CH2:27]2)(=[O:11])=[O:10])[CH:6]=[CH:7][CH:8]=1. The yield is 0.910. (3) The reactants are [Br:1][C:2]1[CH:3]=[C:4]2[C:8](=[CH:9][CH:10]=1)[NH:7][C:6](=[O:11])[CH2:5]2.[CH2:12]([N:14]([CH2:36][CH3:37])[CH2:15][CH2:16][NH:17][C:18]([C:20]1[C:24]([C:25]2[CH:30]=[CH:29][CH:28]=[CH:27][CH:26]=2)=[C:23]([CH:31]=O)[NH:22][C:21]=1[CH:33]([CH3:35])[CH3:34])=[O:19])[CH3:13]. No catalyst specified. The product is [CH2:36]([N:14]([CH2:12][CH3:13])[CH2:15][CH2:16][NH:17][C:18]([C:20]1[C:24]([C:25]2[CH:26]=[CH:27][CH:28]=[CH:29][CH:30]=2)=[C:23]([CH:31]=[C:5]2[C:4]3[C:8](=[CH:9][CH:10]=[C:2]([Br:1])[CH:3]=3)[NH:7][C:6]2=[O:11])[NH:22][C:21]=1[CH:33]([CH3:35])[CH3:34])=[O:19])[CH3:37]. The yield is 0.530. (4) The reactants are [H-].[Na+].[Br:3][C:4]1[CH:5]=[C:6]2[C:12]([C:13]([O:15][CH3:16])=[O:14])=[N:11][NH:10][C:7]2=[N:8][CH:9]=1.[C:17]1([CH3:27])[CH:22]=[CH:21][C:20]([S:23](Cl)(=[O:25])=[O:24])=[CH:19][CH:18]=1.O. The catalyst is CN(C)C=O. The product is [Br:3][C:4]1[CH:5]=[C:6]2[C:12]([C:13]([O:15][CH3:16])=[O:14])=[N:11][N:10]([S:23]([C:20]3[CH:21]=[CH:22][C:17]([CH3:27])=[CH:18][CH:19]=3)(=[O:25])=[O:24])[C:7]2=[N:8][CH:9]=1. The yield is 1.00. (5) The reactants are [Cl-].O[NH3+:3].[C:4](=[O:7])([O-])[OH:5].[Na+].CS(C)=O.[CH2:13]([C:17]1[N:18]=[C:19]([CH2:46][OH:47])[N:20]([CH2:39][C:40]2[CH:45]=[CH:44][CH:43]=[CH:42][N:41]=2)[C:21](=[O:38])[C:22]=1[CH2:23][C:24]1[CH:29]=[CH:28][C:27]([C:30]2[C:31]([C:36]#[N:37])=[CH:32][CH:33]=[CH:34][CH:35]=2)=[CH:26][CH:25]=1)[CH2:14][CH2:15][CH3:16]. The catalyst is C(OCC)(=O)C. The product is [CH2:13]([C:17]1[N:18]=[C:19]([CH2:46][OH:47])[N:20]([CH2:39][C:40]2[CH:45]=[CH:44][CH:43]=[CH:42][N:41]=2)[C:21](=[O:38])[C:22]=1[CH2:23][C:24]1[CH:25]=[CH:26][C:27]([C:30]2[CH:35]=[CH:34][CH:33]=[CH:32][C:31]=2[C:36]2[NH:3][C:4](=[O:7])[O:5][N:37]=2)=[CH:28][CH:29]=1)[CH2:14][CH2:15][CH3:16]. The yield is 0.260. (6) The reactants are [Br:1]N1C(=O)CCC1=O.[F:9][C:10]1[CH:15]=[CH:14][C:13]([C:16]2[N:17]([Si:27]([CH:34]([CH3:36])[CH3:35])([CH:31]([CH3:33])[CH3:32])[CH:28]([CH3:30])[CH3:29])[CH:18]=[CH:19][C:20]=2[C:21]2[CH:26]=[CH:25][N:24]=[CH:23][CH:22]=2)=[CH:12][CH:11]=1. The catalyst is O1CCCC1. The product is [Br:1][C:19]1[C:20]([C:21]2[CH:26]=[CH:25][N:24]=[CH:23][CH:22]=2)=[C:16]([C:13]2[CH:12]=[CH:11][C:10]([F:9])=[CH:15][CH:14]=2)[N:17]([Si:27]([CH:31]([CH3:33])[CH3:32])([CH:34]([CH3:36])[CH3:35])[CH:28]([CH3:29])[CH3:30])[CH:18]=1. The yield is 0.430.